Regression. Given two drug SMILES strings and cell line genomic features, predict the synergy score measuring deviation from expected non-interaction effect. From a dataset of Merck oncology drug combination screen with 23,052 pairs across 39 cell lines. (1) Drug 1: CCN(CC)CCNC(=O)c1c(C)[nH]c(C=C2C(=O)Nc3ccc(F)cc32)c1C. Drug 2: COC1=C2CC(C)CC(OC)C(O)C(C)C=C(C)C(OC(N)=O)C(OC)C=CC=C(C)C(=O)NC(=CC1=O)C2=O. Cell line: SKOV3. Synergy scores: synergy=0.934. (2) Drug 1: CCN(CC)CCNC(=O)c1c(C)[nH]c(C=C2C(=O)Nc3ccc(F)cc32)c1C. Drug 2: Cn1cc(-c2cnn3c(N)c(Br)c(C4CCCNC4)nc23)cn1. Cell line: NCIH2122. Synergy scores: synergy=-15.0.